From a dataset of Catalyst prediction with 721,799 reactions and 888 catalyst types from USPTO. Predict which catalyst facilitates the given reaction. (1) Reactant: [NH2:1][C:2]1[S:3][CH:4]=[C:5]([C:7]2[CH:12]=[CH:11][N:10]=[CH:9][CH:8]=2)[N:6]=1.C1C(=O)N([Br:20])C(=O)C1. Product: [Br:20][C:4]1[S:3][C:2]([NH2:1])=[N:6][C:5]=1[C:7]1[CH:12]=[CH:11][N:10]=[CH:9][CH:8]=1. The catalyst class is: 118. (2) Reactant: N[C:2]1[CH:3]=[C:4]2[C:8](=[CH:9][CH:10]=1)[C:7](=[C:11]1[C:19]3[C:14](=[CH:15][CH:16]=[C:17]([Cl:20])[CH:18]=3)[NH:13][C:12]1=[O:21])[O:6][CH2:5]2.[CH:22]([N:25](CC)C(C)C)(C)[CH3:23].C(Cl)(=[O:33])C. Product: [Cl:20][C:17]1[CH:18]=[C:19]2[C:14](=[CH:15][CH:16]=1)[NH:13][C:12](=[O:21])[C:11]2=[C:7]1[C:8]2[C:4](=[CH:3][C:2]([CH2:23][C:22]([NH2:25])=[O:33])=[CH:10][CH:9]=2)[CH2:5][O:6]1. The catalyst class is: 1. (3) Reactant: [Si:1]([N:8]1[C:16]2[C:11](=[C:12]([C:17]3[N:26]=[CH:25][C:24]4[NH:23][CH2:22][CH:21]5[CH2:27][O:28][CH2:29][CH2:30][N:20]5[C:19]=4[N:18]=3)[CH:13]=[CH:14][CH:15]=2)[CH:10]=[CH:9]1)([C:4]([CH3:7])([CH3:6])[CH3:5])([CH3:3])[CH3:2].[CH3:31][O:32][C:33]1[CH:38]=[CH:37][C:36]([CH2:39][C:40](Cl)=[O:41])=[CH:35][CH:34]=1.C(N(CC)CC)C. Product: [Si:1]([N:8]1[C:16]2[C:11](=[C:12]([C:17]3[N:26]=[CH:25][C:24]4[N:23]([C:40](=[O:41])[CH2:39][C:36]5[CH:37]=[CH:38][C:33]([O:32][CH3:31])=[CH:34][CH:35]=5)[CH2:22][CH:21]5[CH2:27][O:28][CH2:29][CH2:30][N:20]5[C:19]=4[N:18]=3)[CH:13]=[CH:14][CH:15]=2)[CH:10]=[CH:9]1)([C:4]([CH3:7])([CH3:6])[CH3:5])([CH3:3])[CH3:2]. The catalyst class is: 2. (4) Reactant: [NH2:1][C:2]1([CH2:33][CH3:34])[CH2:7][CH2:6][N:5]([C:8]([C:10]2[CH:15]=[CH:14][C:13]([C:16]3[CH:17]=[CH:18][C:19]4[N:20]([C:22]([C:25]5[CH:32]=[CH:31][C:28]([C:29]#[N:30])=[CH:27][CH:26]=5)=[CH:23][N:24]=4)[N:21]=3)=[CH:12][CH:11]=2)=[O:9])[CH2:4][CH2:3]1.[C:35](OC(=O)C)(=[O:37])[CH3:36].C(N(CC)CC)C. Product: [C:29]([C:28]1[CH:31]=[CH:32][C:25]([C:22]2[N:20]3[N:21]=[C:16]([C:13]4[CH:12]=[CH:11][C:10]([C:8]([N:5]5[CH2:4][CH2:3][C:2]([NH:1][C:35](=[O:37])[CH3:36])([CH2:33][CH3:34])[CH2:7][CH2:6]5)=[O:9])=[CH:15][CH:14]=4)[CH:17]=[CH:18][C:19]3=[N:24][CH:23]=2)=[CH:26][CH:27]=1)#[N:30]. The catalyst class is: 2. (5) Reactant: [B:10]1([B:10]2[O:14][C:13]([CH3:16])([CH3:15])[C:12]([CH3:18])([CH3:17])[O:11]2)[O:14][C:13]([CH3:16])([CH3:15])[C:12]([CH3:18])([CH3:17])[O:11]1.C(OOC(=O)C1C=CC=CC=1)(=O)C1C=CC=CC=1.N[C:38]1[CH:48]=[CH:47][C:41]([C:42]([O:44][CH2:45][CH3:46])=[O:43])=[CH:40][CH:39]=1.N(OC(C)(C)C)=O. Product: [CH3:16][C:13]1([CH3:15])[C:12]([CH3:17])([CH3:18])[O:11][B:10]([C:38]2[CH:48]=[CH:47][C:41]([C:42]([O:44][CH2:45][CH3:46])=[O:43])=[CH:40][CH:39]=2)[O:14]1. The catalyst class is: 10. (6) Reactant: [CH3:1][N:2]([CH2:13][C:14]1[NH:18][C:17]2[CH:19]=[CH:20][CH:21]=[C:22]([C:23]([OH:25])=O)[C:16]=2[N:15]=1)[CH:3]1[C:12]2[N:11]=[CH:10][CH:9]=[CH:8][C:7]=2[CH2:6][CH2:5][CH2:4]1.O=C1N(P(Cl)(N2CCOC2=O)=O)CCO1.[NH:41]1[CH2:46][CH2:45][CH:44]([NH:47]C(=O)OC(C)(C)C)[CH2:43][CH2:42]1.C(N(CC)C(C)C)(C)C. Product: [NH2:47][CH:44]1[CH2:45][CH2:46][N:41]([C:23]([C:22]2[C:16]3[N:15]=[C:14]([CH2:13][N:2]([CH3:1])[CH:3]4[C:12]5[N:11]=[CH:10][CH:9]=[CH:8][C:7]=5[CH2:6][CH2:5][CH2:4]4)[NH:18][C:17]=3[CH:19]=[CH:20][CH:21]=2)=[O:25])[CH2:42][CH2:43]1. The catalyst class is: 9. (7) Reactant: [CH3:1][O:2][C:3]1[CH:4]=[CH:5][C:6]([NH:9][C@H:10]2[C@@H:15]3[CH2:16][C@@H:12]([CH2:13][N:14]3C(OC(C)(C)C)=O)[CH2:11]2)=[N:7][CH:8]=1.Cl. Product: [CH3:1][O:2][C:3]1[CH:4]=[CH:5][C:6]([NH:9][C@H:10]2[C@@H:15]3[CH2:16][C@@H:12]([CH2:13][NH:14]3)[CH2:11]2)=[N:7][CH:8]=1. The catalyst class is: 817.